This data is from NCI-60 drug combinations with 297,098 pairs across 59 cell lines. The task is: Regression. Given two drug SMILES strings and cell line genomic features, predict the synergy score measuring deviation from expected non-interaction effect. (1) Drug 1: C1=C(C(=O)NC(=O)N1)F. Drug 2: CC1CCC2CC(C(=CC=CC=CC(CC(C(=O)C(C(C(=CC(C(=O)CC(OC(=O)C3CCCCN3C(=O)C(=O)C1(O2)O)C(C)CC4CCC(C(C4)OC)O)C)C)O)OC)C)C)C)OC. Cell line: HS 578T. Synergy scores: CSS=42.0, Synergy_ZIP=-7.39, Synergy_Bliss=-5.15, Synergy_Loewe=3.98, Synergy_HSA=4.74. (2) Drug 1: CCC1=CC2CC(C3=C(CN(C2)C1)C4=CC=CC=C4N3)(C5=C(C=C6C(=C5)C78CCN9C7C(C=CC9)(C(C(C8N6C)(C(=O)OC)O)OC(=O)C)CC)OC)C(=O)OC.C(C(C(=O)O)O)(C(=O)O)O. Drug 2: CN(C)C1=NC(=NC(=N1)N(C)C)N(C)C. Cell line: OVCAR-4. Synergy scores: CSS=19.6, Synergy_ZIP=-4.56, Synergy_Bliss=3.37, Synergy_Loewe=-29.6, Synergy_HSA=0.658.